Task: Binary Classification. Given a drug SMILES string, predict its activity (active/inactive) in a high-throughput screening assay against a specified biological target.. Dataset: HIV replication inhibition screening data with 41,000+ compounds from the AIDS Antiviral Screen The result is 0 (inactive). The drug is COc1ccccc1Nc1nc(N)nc(N)c1N.